Dataset: NCI-60 drug combinations with 297,098 pairs across 59 cell lines. Task: Regression. Given two drug SMILES strings and cell line genomic features, predict the synergy score measuring deviation from expected non-interaction effect. (1) Drug 1: C1=C(C(=O)NC(=O)N1)F. Drug 2: CN1C(=O)N2C=NC(=C2N=N1)C(=O)N. Cell line: HCC-2998. Synergy scores: CSS=40.0, Synergy_ZIP=-2.57, Synergy_Bliss=-7.23, Synergy_Loewe=-10.00, Synergy_HSA=-8.74. (2) Drug 1: CCN(CC)CCCC(C)NC1=C2C=C(C=CC2=NC3=C1C=CC(=C3)Cl)OC. Drug 2: C1C(C(OC1N2C=NC(=NC2=O)N)CO)O. Cell line: NCI-H226. Synergy scores: CSS=26.4, Synergy_ZIP=-5.49, Synergy_Bliss=0.811, Synergy_Loewe=1.08, Synergy_HSA=1.21. (3) Drug 1: CC1=C2C(C(=O)C3(C(CC4C(C3C(C(C2(C)C)(CC1OC(=O)C(C(C5=CC=CC=C5)NC(=O)C6=CC=CC=C6)O)O)OC(=O)C7=CC=CC=C7)(CO4)OC(=O)C)O)C)OC(=O)C. Drug 2: C1=NC(=NC(=O)N1C2C(C(C(O2)CO)O)O)N. Cell line: HCC-2998. Synergy scores: CSS=28.7, Synergy_ZIP=1.74, Synergy_Bliss=5.95, Synergy_Loewe=-4.07, Synergy_HSA=2.27. (4) Drug 1: CC=C1C(=O)NC(C(=O)OC2CC(=O)NC(C(=O)NC(CSSCCC=C2)C(=O)N1)C(C)C)C(C)C. Drug 2: B(C(CC(C)C)NC(=O)C(CC1=CC=CC=C1)NC(=O)C2=NC=CN=C2)(O)O. Cell line: SF-268. Synergy scores: CSS=68.2, Synergy_ZIP=3.91, Synergy_Bliss=3.15, Synergy_Loewe=-13.5, Synergy_HSA=3.77.